This data is from Forward reaction prediction with 1.9M reactions from USPTO patents (1976-2016). The task is: Predict the product of the given reaction. (1) Given the reactants Cl[CH2:2][CH2:3][O:4][C:5]1[CH:14]=[C:13]2[C:8]([C:9]([O:15][C:16]3[CH:21]=[CH:20][C:19]([CH3:22])=[CH:18][C:17]=3[C:23]([C:25]3[CH:30]=[CH:29][CH:28]=[CH:27][CH:26]=3)=[O:24])=[CH:10][CH:11]=[N:12]2)=[CH:7][C:6]=1[O:31][CH3:32].[CH2:33]([NH:35][CH2:36][CH3:37])[CH3:34].C(=O)([O-])[O-].[K+].[K+].O, predict the reaction product. The product is: [CH2:33]([N:35]([CH2:36][CH3:37])[CH2:2][CH2:3][O:4][C:5]1[CH:14]=[C:13]2[C:8]([C:9]([O:15][C:16]3[CH:21]=[CH:20][C:19]([CH3:22])=[CH:18][C:17]=3[C:23]([C:25]3[CH:30]=[CH:29][CH:28]=[CH:27][CH:26]=3)=[O:24])=[CH:10][CH:11]=[N:12]2)=[CH:7][C:6]=1[O:31][CH3:32])[CH3:34]. (2) Given the reactants [Br:1][C:2]1[CH:9]=[C:6]([CH:7]=O)[C:5]([OH:10])=[CH:4][CH:3]=1.[CH3:11][O:12][C:13]1[CH:26]=[CH:25][C:16]([CH2:17][S:18]([CH2:21][C:22](O)=[O:23])(=[O:20])=[O:19])=[CH:15][CH:14]=1, predict the reaction product. The product is: [CH3:11][O:12][C:13]1[CH:14]=[CH:15][C:16]([CH2:17][S:18]([C:21]2[C:22](=[O:23])[O:10][C:5]3[C:6]([CH:7]=2)=[CH:9][C:2]([Br:1])=[CH:3][CH:4]=3)(=[O:19])=[O:20])=[CH:25][CH:26]=1. (3) The product is: [OH:38][C@@H:36]([CH3:37])[C:34]([N:1]1[CH2:2][CH2:3][CH:4]([NH:7][C:8]([C:10]2[C:14]3[N:15]=[CH:16][N:17]=[C:18]([C:19]4[C:27]5[O:26][CH2:25][O:24][C:23]=5[CH:22]=[CH:21][C:20]=4[O:28][CH2:29][CH2:30][O:31][CH3:32])[C:13]=3[NH:12][CH:11]=2)=[O:9])[CH2:5][CH2:6]1)=[O:35]. Given the reactants [NH:1]1[CH2:6][CH2:5][CH:4]([NH:7][C:8]([C:10]2[C:14]3[N:15]=[CH:16][N:17]=[C:18]([C:19]4[C:27]5[O:26][CH2:25][O:24][C:23]=5[CH:22]=[CH:21][C:20]=4[O:28][CH2:29][CH2:30][O:31][CH3:32])[C:13]=3[NH:12][CH:11]=2)=[O:9])[CH2:3][CH2:2]1.Cl[C:34]([C@@H:36]([O:38]C(=O)C)[CH3:37])=[O:35], predict the reaction product. (4) Given the reactants Cl[C:2]1[CH:3]=[CH:4][C:5]2[N:6]([C:8]([C:11]3[CH:16]=[CH:15][C:14]([O:17][CH3:18])=[C:13]([O:19][CH3:20])[CH:12]=3)=[CH:9][N:10]=2)[N:7]=1.[CH2:21]([O:23][C:24](=[O:42])[C:25]1[CH:30]=[C:29](B2OC(C)(C)C(C)(C)O2)[CH:28]=[CH:27][C:26]=1[O:40][CH3:41])[CH3:22], predict the reaction product. The product is: [CH2:21]([O:23][C:24](=[O:42])[C:25]1[CH:30]=[C:29]([C:2]2[CH:3]=[CH:4][C:5]3[N:6]([C:8]([C:11]4[CH:16]=[CH:15][C:14]([O:17][CH3:18])=[C:13]([O:19][CH3:20])[CH:12]=4)=[CH:9][N:10]=3)[N:7]=2)[CH:28]=[CH:27][C:26]=1[O:40][CH3:41])[CH3:22]. (5) Given the reactants [CH3:1][C:2]1[CH:3]=[CH:4][C:5]([CH2:8][C:9]2[CH:14]=[CH:13][C:12]([O:15][C:16]([N:18]3[CH2:23][CH2:22][CH:21](O)[CH2:20][CH2:19]3)=[O:17])=[CH:11][CH:10]=2)=[N:6][CH:7]=1.[SH:25][C:26]1[N:30]=[CH:29][NH:28][N:27]=1.C1(P(C2C=CC=CC=2)C2C=CC=CC=2)C=CC=CC=1.CCOC(/N=N/C(OCC)=O)=O.C(P(CCCC)CCCC)CCC.C1CCN(C(N=NC(N2CCCCC2)=O)=O)CC1, predict the reaction product. The product is: [CH3:1][C:2]1[CH:3]=[CH:4][C:5]([CH2:8][C:9]2[CH:14]=[CH:13][C:12]([O:15][C:16]([N:18]3[CH2:23][CH2:22][CH:21]([S:25][C:26]4[N:30]=[CH:29][NH:28][N:27]=4)[CH2:20][CH2:19]3)=[O:17])=[CH:11][CH:10]=2)=[N:6][CH:7]=1. (6) Given the reactants [Br:1][C:2]1[S:3][C:4]([CH2:10][CH3:11])=[CH:5][C:6]=1[C:7]([OH:9])=O.CN(C(ON1N=N[C:22]2[CH:23]=[CH:24][CH:25]=[N:26][C:21]1=2)=[N+](C)C)C.F[P-](F)(F)(F)(F)F.N1CCCCC1, predict the reaction product. The product is: [Br:1][C:2]1[S:3][C:4]([CH2:10][CH3:11])=[CH:5][C:6]=1[C:7]([N:26]1[CH2:21][CH2:22][CH2:23][CH2:24][CH2:25]1)=[O:9].